From a dataset of Reaction yield outcomes from USPTO patents with 853,638 reactions. Predict the reaction yield, written as a fraction of the theoretical maximum amount of product (1.0 means a 100% yield; for example, 0.34 means a 34% yield). (1) The reactants are [Cl:1][C:2]1[C:11]([N:12]2C(C)=CC=C2C)=[CH:10][CH:9]=[C:8]([F:19])[C:3]=1[C:4]([O:6][CH3:7])=[O:5].NO.Cl.C(N(CC)CC)C.CC(=O)OCC. The catalyst is C(O)C.O. The product is [NH2:12][C:11]1[C:2]([Cl:1])=[C:3]([C:8]([F:19])=[CH:9][CH:10]=1)[C:4]([O:6][CH3:7])=[O:5]. The yield is 0.950. (2) The reactants are [NH2:1][C:2]1[C:11]2[C:6](=[CH:7][CH:8]=[CH:9][CH:10]=2)[NH:5][C:4](=[O:12])[C:3]=1[C:13]([O:15]CC1C=CC=CC=1)=[O:14]. The catalyst is CN(C=O)C.[Pd]. The product is [NH2:1][C:2]1[C:11]2[C:6](=[CH:7][CH:8]=[CH:9][CH:10]=2)[NH:5][C:4](=[O:12])[C:3]=1[C:13]([OH:15])=[O:14]. The yield is 0.120.